From a dataset of Full USPTO retrosynthesis dataset with 1.9M reactions from patents (1976-2016). Predict the reactants needed to synthesize the given product. (1) Given the product [F:7][C:8]1[CH:13]=[CH:12][CH:11]=[C:10]([F:14])[C:9]=1[N:15]1[C:20]2[N:21]=[C:22]([S:3]([CH3:41])(=[O:5])=[O:2])[N:23]=[C:24]([C:25]3[CH:26]=[C:27]([CH:34]=[CH:35][C:36]=3[CH3:37])[C:28]([NH:30][CH2:31][CH2:32][CH3:33])=[O:29])[C:19]=2[CH2:18][NH:17][C:16]1=[O:40], predict the reactants needed to synthesize it. The reactants are: O[O:2][S:3]([O-:5])=O.[K+].[F:7][C:8]1[CH:13]=[CH:12][CH:11]=[C:10]([F:14])[C:9]=1[N:15]1[C:20]2[N:21]=[C:22](SC)[N:23]=[C:24]([C:25]3[CH:26]=[C:27]([CH:34]=[CH:35][C:36]=3[CH3:37])[C:28]([NH:30][CH2:31][CH2:32][CH3:33])=[O:29])[C:19]=2[CH2:18][NH:17][C:16]1=[O:40].[C:41](#N)C. (2) Given the product [F:1][C:2]1[CH:3]=[C:4]([CH:18]=[CH:19][C:20]=1[F:21])[CH2:5][NH:6][C:7]([C:8]1[CH2:22][N:23]([CH2:24][CH2:25][N:26]2[CH2:31][CH2:30][O:29][CH2:28][CH2:27]2)[C:13](=[O:14])[C:9]=1[OH:10])=[O:17], predict the reactants needed to synthesize it. The reactants are: [F:1][C:2]1[CH:3]=[C:4]([CH:18]=[CH:19][C:20]=1[F:21])[CH2:5][NH:6][C:7](=[O:17])[CH:8]=[C:9]1[C:13](=[O:14])OC(C)(C)[O:10]1.[CH2:22]=[N:23][CH2:24][CH2:25][N:26]1[CH2:31][CH2:30][O:29][CH2:28][CH2:27]1.CO. (3) Given the product [N+:1]([C:2]1[CH:10]=[C:9]2[C:5]([CH:6]=[N:7][N:8]2[C:11]([O:13][C:14]([CH3:17])([CH3:16])[CH3:15])=[O:12])=[CH:4][CH:3]=1)#[C-:18], predict the reactants needed to synthesize it. The reactants are: [NH2:1][C:2]1[CH:10]=[C:9]2[C:5]([CH:6]=[N:7][N:8]2[C:11]([O:13][C:14]([CH3:17])([CH3:16])[CH3:15])=[O:12])=[CH:4][CH:3]=1.[CH:18](OC(C)(C)C)=O.